This data is from Forward reaction prediction with 1.9M reactions from USPTO patents (1976-2016). The task is: Predict the product of the given reaction. (1) Given the reactants Br[C:2]1[CH:3]=[C:4]([C:8]2[CH:9]=[N:10][C:11]([NH:23][C:24]([NH:26][CH2:27][CH3:28])=[O:25])=[CH:12][C:13]=2[C:14]2[S:15][CH:16]=[C:17]([C:19]([F:22])([F:21])[F:20])[N:18]=2)[CH:5]=[N:6][CH:7]=1.[O:29]=[C:30]1[NH:35][C:34](=[O:36])[C:33](B(O)O)=[CH:32][NH:31]1.C1(P(C2CCCCC2)C2C=CC=CC=2C2C(C(C)C)=CC(C(C)C)=CC=2C(C)C)CCCCC1.C(=O)([O-])[O-].[Na+].[Na+], predict the reaction product. The product is: [O:29]=[C:30]1[NH:35][C:34](=[O:36])[C:33]([C:2]2[CH:3]=[C:4]([C:8]3[CH:9]=[N:10][C:11]([NH:23][C:24]([NH:26][CH2:27][CH3:28])=[O:25])=[CH:12][C:13]=3[C:14]3[S:15][CH:16]=[C:17]([C:19]([F:22])([F:21])[F:20])[N:18]=3)[CH:5]=[N:6][CH:7]=2)=[CH:32][NH:31]1. (2) Given the reactants [CH2:1]([O:8][C:9]1[CH:27]=[C:26]([O:28][CH2:29][C:30]2[CH:35]=[CH:34][CH:33]=[CH:32][CH:31]=2)[C:25]([CH:36]([CH3:38])[CH3:37])=[CH:24][C:10]=1[C:11]([N:13]1[CH2:21][C:20]2[C:15](=[CH:16][CH:17]=[C:18]([CH:22]=O)[CH:19]=2)[CH2:14]1)=[O:12])[C:2]1[CH:7]=[CH:6][CH:5]=[CH:4][CH:3]=1.[CH3:39][N:40]1[CH2:45][CH2:44][NH:43][CH2:42][CH2:41]1.CC(O)=O.[BH-](OC(C)=O)(OC(C)=O)OC(C)=O.[Na+], predict the reaction product. The product is: [CH2:1]([O:8][C:9]1[CH:27]=[C:26]([O:28][CH2:29][C:30]2[CH:31]=[CH:32][CH:33]=[CH:34][CH:35]=2)[C:25]([CH:36]([CH3:38])[CH3:37])=[CH:24][C:10]=1[C:11]([N:13]1[CH2:21][C:20]2[C:15](=[CH:16][CH:17]=[C:18]([CH2:22][N:43]3[CH2:44][CH2:45][N:40]([CH3:39])[CH2:41][CH2:42]3)[CH:19]=2)[CH2:14]1)=[O:12])[C:2]1[CH:3]=[CH:4][CH:5]=[CH:6][CH:7]=1. (3) Given the reactants [Cl:1][C:2]1[CH:3]=[C:4]2[C:8](=[CH:9][CH:10]=1)[NH:7][C:6](=[O:11])[CH2:5]2.C[Si](C)(C)N[Si](C)(C)C.[Na].[NH2:22][C:23]1[CH:32]=[C:31]2[C:26]([CH2:27][O:28][C:29]2=O)=[CH:25][CH:24]=1, predict the reaction product. The product is: [NH2:22][C:23]1[CH:32]=[C:31]2[C:26]([CH2:27][O:28][C:29]2=[C:5]2[C:4]3[C:8](=[CH:9][CH:10]=[C:2]([Cl:1])[CH:3]=3)[NH:7][C:6]2=[O:11])=[CH:25][CH:24]=1.